This data is from Peptide-MHC class I binding affinity with 185,985 pairs from IEDB/IMGT. The task is: Regression. Given a peptide amino acid sequence and an MHC pseudo amino acid sequence, predict their binding affinity value. This is MHC class I binding data. (1) The peptide sequence is IALGVATAH. The MHC is HLA-A03:01 with pseudo-sequence HLA-A03:01. The binding affinity (normalized) is 0. (2) The peptide sequence is KYQSPVNIF. The MHC is HLA-B08:03 with pseudo-sequence HLA-B08:03. The binding affinity (normalized) is 0.0847. (3) The peptide sequence is YTTIPIILM. The MHC is Mamu-A01 with pseudo-sequence Mamu-A01. The binding affinity (normalized) is 0.838. (4) The peptide sequence is RPMFAVGLL. The MHC is HLA-B07:02 with pseudo-sequence HLA-B07:02. The binding affinity (normalized) is 0.850.